Dataset: Peptide-MHC class I binding affinity with 185,985 pairs from IEDB/IMGT. Task: Regression. Given a peptide amino acid sequence and an MHC pseudo amino acid sequence, predict their binding affinity value. This is MHC class I binding data. The peptide sequence is STNIRQAGVQYSR. The MHC is HLA-A02:01 with pseudo-sequence HLA-A02:01. The binding affinity (normalized) is 0.